Dataset: Catalyst prediction with 721,799 reactions and 888 catalyst types from USPTO. Task: Predict which catalyst facilitates the given reaction. (1) Reactant: [C:1](O[C:1](=[O:4])[CH2:2][CH3:3])(=[O:4])[CH2:2][CH3:3].[NH2:10][CH2:11][C@H:12]1[O:16][C:15](=[O:17])[N:14]([C:18]2[CH:19]=[C:20]3[C:24](=[C:25]([F:27])[CH:26]=2)[N:23]([CH3:28])[C:22](=[O:29])[CH2:21]3)[CH2:13]1.C(N(CC)C(C)C)(C)C. Product: [F:27][C:25]1[CH:26]=[C:18]([N:14]2[CH2:13][C@H:12]([CH2:11][NH:10][C:1](=[O:4])[CH2:2][CH3:3])[O:16][C:15]2=[O:17])[CH:19]=[C:20]2[C:24]=1[N:23]([CH3:28])[C:22](=[O:29])[CH2:21]2. The catalyst class is: 4. (2) Reactant: [Cl:1][C:2]1[CH:7]=[CH:6][CH:5]=[C:4]([Cl:8])[C:3]=1[NH:9][C:10]1[NH:14][C:13]2[CH:15]=[CH:16][C:17]([C:19](O)=[O:20])=[CH:18][C:12]=2[N:11]=1.[CH3:22][C:23]([CH3:27])([CH3:26])[CH2:24][NH2:25].CN(C(ON1N=NC2C=CC=CC1=2)=[N+](C)C)C.[B-](F)(F)(F)F. Product: [CH3:22][C:23]([CH3:27])([CH3:26])[CH2:24][NH:25][C:19]([C:17]1[CH:16]=[CH:15][C:13]2[NH:14][C:10]([NH:9][C:3]3[C:4]([Cl:8])=[CH:5][CH:6]=[CH:7][C:2]=3[Cl:1])=[N:11][C:12]=2[CH:18]=1)=[O:20]. The catalyst class is: 3. (3) Reactant: C([O:8][C:9]1[CH:14]=[CH:13][C:12]([C:15]2[CH:16]=[C:17]([CH:22]=[CH:23][N:24]=2)[C:18]([O:20][CH3:21])=[O:19])=[CH:11][C:10]=1[C:25]#[N:26])C1C=CC=CC=1.CC1C(C)=C(C)C(C)=C(C)C=1. Product: [C:25]([C:10]1[CH:11]=[C:12]([C:15]2[CH:16]=[C:17]([CH:22]=[CH:23][N:24]=2)[C:18]([O:20][CH3:21])=[O:19])[CH:13]=[CH:14][C:9]=1[OH:8])#[N:26]. The catalyst class is: 55.